Task: Regression/Classification. Given a drug SMILES string, predict its absorption, distribution, metabolism, or excretion properties. Task type varies by dataset: regression for continuous measurements (e.g., permeability, clearance, half-life) or binary classification for categorical outcomes (e.g., BBB penetration, CYP inhibition). Dataset: b3db_classification.. Dataset: Blood-brain barrier permeability classification from the B3DB database The compound is c1cnc(N2CCN(Cc3ccc4c(c3)OCO4)CC2)nc1. The result is 1 (penetrates BBB).